This data is from Full USPTO retrosynthesis dataset with 1.9M reactions from patents (1976-2016). The task is: Predict the reactants needed to synthesize the given product. (1) Given the product [Cl:25][C:2]([Cl:1])([CH2:7][CH2:8][CH2:9][CH2:10][CH2:11][CH2:12][CH2:13][C:14](=[O:24])[CH2:15][CH2:16][C:17]1[CH:18]=[CH:19][C:20]([Cl:23])=[CH:21][CH:22]=1)[C:3]([OH:5])=[O:4], predict the reactants needed to synthesize it. The reactants are: [Cl:1][C:2]([Cl:25])([CH2:7][CH2:8][CH2:9][CH2:10][CH2:11][CH2:12][CH2:13][C:14](=[O:24])[CH2:15][CH2:16][C:17]1[CH:22]=[CH:21][C:20]([Cl:23])=[CH:19][CH:18]=1)[C:3]([O:5]C)=[O:4].CO.[OH-].[Na+].O. (2) Given the product [F:32][C:30]([F:31])([F:33])[C:28]1[CH:29]=[C:24]([C:21]([CH3:22])([CH3:23])[C:20]([N:19]([CH3:39])[C@H:10]2[C@H:11]([C:13]3[CH:18]=[CH:17][CH:16]=[CH:15][CH:14]=3)[CH2:12][NH:8][CH2:9]2)=[O:38])[CH:25]=[C:26]([C:34]([F:35])([F:36])[F:37])[CH:27]=1, predict the reactants needed to synthesize it. The reactants are: C([N:8]1[CH2:12][C@@H:11]([C:13]2[CH:18]=[CH:17][CH:16]=[CH:15][CH:14]=2)[C@H:10]([N:19]([CH3:39])[C:20](=[O:38])[C:21]([C:24]2[CH:29]=[C:28]([C:30]([F:33])([F:32])[F:31])[CH:27]=[C:26]([C:34]([F:37])([F:36])[F:35])[CH:25]=2)([CH3:23])[CH3:22])[CH2:9]1)C1C=CC=CC=1.C([O-])=O.[NH4+]. (3) Given the product [C:1]1([S:7]([C:10]2[CH:35]=[CH:34][C:13]3=[N:14][N:15]([C:17]4[CH:18]=[C:19]([CH:26]=[C:27]([C:30]([CH3:32])([CH3:31])[CH3:33])[C:28]=4[OH:29])[CH2:20][CH2:21][C:22]([O:24][CH:25]4[CH2:40][C:39]([CH3:45])([CH3:44])[NH:38][C:37]([CH3:46])([CH3:42])[CH2:36]4)=[O:23])[N:16]=[C:12]3[CH:11]=2)(=[O:9])=[O:8])[CH:2]=[CH:3][CH:4]=[CH:5][CH:6]=1, predict the reactants needed to synthesize it. The reactants are: [C:1]1([S:7]([C:10]2[CH:35]=[CH:34][C:13]3=[N:14][N:15]([C:17]4[CH:18]=[C:19]([CH:26]=[C:27]([C:30]([CH3:33])([CH3:32])[CH3:31])[C:28]=4[OH:29])[CH2:20][CH2:21][C:22]([O:24][CH3:25])=[O:23])[N:16]=[C:12]3[CH:11]=2)(=[O:9])=[O:8])[CH:6]=[CH:5][CH:4]=[CH:3][CH:2]=1.[CH3:36][C:37]1([CH3:46])[CH2:42]C(O)[CH2:40][C:39]([CH3:45])([CH3:44])[NH:38]1.[NH2-].[Li+]. (4) Given the product [ClH:2].[F:20][C:21]1[CH:26]=[CH:25][CH:24]=[C:23]([F:27])[C:22]=1[C:28](=[C:14]1[CH2:19][CH2:18][NH:17][CH2:16][CH2:15]1)[C:29]#[N:30], predict the reactants needed to synthesize it. The reactants are: Cl.[Cl:2]C1C=CC(C(=[C:14]2[CH2:19][CH2:18][NH:17][CH2:16][CH2:15]2)C(OC)=O)=CC=1.[F:20][C:21]1[CH:26]=[CH:25][CH:24]=[C:23]([F:27])[C:22]=1[CH2:28][C:29]#[N:30]. (5) Given the product [C:24]1([N:23]([C:17]2[CH:18]=[CH:19][CH:20]=[CH:21][CH:22]=2)[C:2]2[CH:7]=[CH:6][C:5]([C:8]3[CH:13]=[CH:12][CH:11]=[CH:10][C:9]=3[N+:14]([O-:16])=[O:15])=[CH:4][CH:3]=2)[CH:25]=[CH:26][CH:27]=[CH:28][CH:29]=1, predict the reactants needed to synthesize it. The reactants are: Cl[C:2]1[CH:7]=[CH:6][C:5]([C:8]2[CH:13]=[CH:12][CH:11]=[CH:10][C:9]=2[N+:14]([O-:16])=[O:15])=[CH:4][CH:3]=1.[C:17]1([NH:23][C:24]2[CH:29]=[CH:28][CH:27]=[CH:26][CH:25]=2)[CH:22]=[CH:21][CH:20]=[CH:19][CH:18]=1.C(O[Na])(C)(C)C.